Predict which catalyst facilitates the given reaction. From a dataset of Catalyst prediction with 721,799 reactions and 888 catalyst types from USPTO. (1) Reactant: [C:1]([O:5][C:6]([NH:8][C:9]1[CH:14]=[CH:13][C:12]([C:15]2[N:19]3[N:20]=[C:21](Cl)[CH:22]=[C:23]([C:24]([O:26][C:27]([CH3:30])([CH3:29])[CH3:28])=[O:25])[C:18]3=[N:17][N:16]=2)=[CH:11][CH:10]=1)=[O:7])([CH3:4])([CH3:3])[CH3:2].CCO.CC([O-])=O.[Na+]. Product: [C:1]([O:5][C:6]([NH:8][C:9]1[CH:10]=[CH:11][C:12]([C:15]2[N:19]3[N:20]=[CH:21][CH:22]=[C:23]([C:24]([O:26][C:27]([CH3:30])([CH3:29])[CH3:28])=[O:25])[C:18]3=[N:17][N:16]=2)=[CH:13][CH:14]=1)=[O:7])([CH3:4])([CH3:3])[CH3:2]. The catalyst class is: 43. (2) Reactant: [NH2:1][C:2]1[CH:7]=[CH:6][C:5]([Cl:8])=[CH:4][N:3]=1.N1C=CC=CC=1.[N+:15]([C:18]1[CH:26]=[CH:25][CH:24]=[CH:23][C:19]=1[C:20](Cl)=[O:21])([O-:17])=[O:16]. Product: [Cl:8][C:5]1[CH:6]=[CH:7][C:2]([NH:1][C:20](=[O:21])[C:19]2[CH:23]=[CH:24][CH:25]=[CH:26][C:18]=2[N+:15]([O-:17])=[O:16])=[N:3][CH:4]=1. The catalyst class is: 4. (3) Reactant: [Si]([O:8][C:9]1[CH:10]=[CH:11][C:12]2[CH2:18][C:17]([C:21]3[CH:26]=[CH:25][C:24]([O:27][Si](C(C)(C)C)(C)C)=[CH:23][CH:22]=3)([CH:19]=[CH2:20])[CH2:16][CH2:15][CH2:14][C:13]=2[CH:35]=1)(C(C)(C)C)(C)C.C(#N)C.N12CCOCCOCCN(CCOCCOCC1)CCOCCOCC2.C(=O)([O-])[O-].[K+].[K+]. Product: [OH:27][C:24]1[CH:23]=[CH:22][C:21]([C:17]2([CH:19]=[CH2:20])[CH2:16][CH2:15][CH2:14][C:13]3[CH:35]=[C:9]([OH:8])[CH:10]=[CH:11][C:12]=3[CH2:18]2)=[CH:26][CH:25]=1. The catalyst class is: 6.